This data is from Full USPTO retrosynthesis dataset with 1.9M reactions from patents (1976-2016). The task is: Predict the reactants needed to synthesize the given product. (1) Given the product [F:21][C:17]1[CH:16]=[C:15]2[C:20]([C:12]([C:10]3[CH:9]=[CH:8][C:6]4[N:7]=[C:3]([CH2:2][N:31]5[CH2:36][CH2:35][NH:34][CH2:33][CH2:32]5)[O:4][C:5]=4[CH:11]=3)=[CH:13][N:14]2[S:22]([C:25]2[CH:30]=[CH:29][CH:28]=[CH:27][CH:26]=2)(=[O:24])=[O:23])=[CH:19][CH:18]=1, predict the reactants needed to synthesize it. The reactants are: Cl[CH2:2][C:3]1[O:4][C:5]2[CH:11]=[C:10]([C:12]3[C:20]4[C:15](=[CH:16][C:17]([F:21])=[CH:18][CH:19]=4)[N:14]([S:22]([C:25]4[CH:30]=[CH:29][CH:28]=[CH:27][CH:26]=4)(=[O:24])=[O:23])[CH:13]=3)[CH:9]=[CH:8][C:6]=2[N:7]=1.[NH:31]1[CH2:36][CH2:35][NH:34][CH2:33][CH2:32]1. (2) Given the product [NH:1]([C:27]([O:29][C:8]([CH3:13])([CH3:9])[CH3:7])=[O:28])[C@H:2]([C:18]([NH:1][C@@H:2]([C:15]([NH2:17])=[O:16])[CH2:3][CH2:4][C:5](=[O:14])[O:6][CH2:7][C:8]1[CH:9]=[CH:10][CH:11]=[CH:12][CH:13]=1)=[O:20])[CH3:3], predict the reactants needed to synthesize it. The reactants are: [NH:1]([C:18]([O:20]C(C)(C)C)=O)[C@@H:2]([C:15]([NH2:17])=[O:16])[CH2:3][CH2:4][C:5](=[O:14])[O:6][CH2:7][C:8]1[CH:13]=[CH:12][CH:11]=[CH:10][CH:9]=1.FC(F)(F)[C:27]([OH:29])=[O:28].ClCCl. (3) Given the product [Br:53][C:5]1[CH:4]=[CH:3][C:2]2=[CH:7][C:6]=1[CH2:8][N:9]([CH3:52])[C:10](=[O:11])[CH:12]([NH:26][C:27]1[CH:28]=[C:29]3[C:34](=[CH:35][CH:36]=1)[C:33]([N:37]([C:38]([O:39][C:40]([CH3:43])([CH3:41])[CH3:42])=[O:44])[C:45](=[O:46])[O:47][C:48]([CH3:51])([CH3:50])[CH3:49])=[N:32][CH:31]=[CH:30]3)[C:13]1[CH:14]=[C:15]([CH3:25])[C:16]([C:20]([F:23])([F:24])[CH2:21][O:22][C:54](=[O:55])[NH:1]2)=[C:17]([CH3:19])[CH:18]=1, predict the reactants needed to synthesize it. The reactants are: [NH2:1][C:2]1[CH:3]=[CH:4][C:5]([Br:53])=[C:6]([CH2:8][N:9]([CH3:52])[C:10]([CH:12]([NH:26][C:27]2[CH:28]=[C:29]3[C:34](=[CH:35][CH:36]=2)[C:33]([N:37]([C:45]([O:47][C:48]([CH3:51])([CH3:50])[CH3:49])=[O:46])[C:38](=[O:44])[O:39][C:40]([CH3:43])([CH3:42])[CH3:41])=[N:32][CH:31]=[CH:30]3)[C:13]2[CH:18]=[C:17]([CH3:19])[C:16]([C:20]([F:24])([F:23])[CH2:21][OH:22])=[C:15]([CH3:25])[CH:14]=2)=[O:11])[CH:7]=1.[C:54](Cl)(Cl)=[O:55]. (4) Given the product [CH3:20][C:19]([CH3:22])([CH3:21])[CH2:23][C:24]([NH:10][C:9]1[CH:1]=[C:2]2[C:6]3=[C:7]([CH2:11][CH2:12][N:5]3[C:4]3[CH2:13][CH2:14][CH2:15][CH2:16][CH2:17][CH2:18][C:3]2=3)[CH:8]=1)=[O:25], predict the reactants needed to synthesize it. The reactants are: [CH:1]1[C:9]([NH2:10])=[CH:8][C:7]2[CH2:11][CH2:12][N:5]3[C:6]=2[C:2]=1[C:3]1[CH2:18][CH2:17][CH2:16][CH2:15][CH2:14][CH2:13][C:4]=13.[C:19]([CH2:23][C:24](Cl)=[O:25])([CH3:22])([CH3:21])[CH3:20].